This data is from Forward reaction prediction with 1.9M reactions from USPTO patents (1976-2016). The task is: Predict the product of the given reaction. (1) Given the reactants C([O:3][C:4]([C:6]1[C:7]([C:12]2[C:17]([Cl:18])=[CH:16][C:15]([Cl:19])=[CH:14][N:13]=2)=[N:8][O:9][C:10]=1[CH3:11])=[O:5])C.[OH-].[Na+].C(O)C.Cl, predict the reaction product. The product is: [Cl:18][C:17]1[C:12]([C:7]2[C:6]([C:4]([OH:5])=[O:3])=[C:10]([CH3:11])[O:9][N:8]=2)=[N:13][CH:14]=[C:15]([Cl:19])[CH:16]=1. (2) Given the reactants CS(O[C@@H:6]1[C@@H:11]([CH3:12])[CH2:10][N:9]([C:13]2[CH:18]=[CH:17][N:16]=[CH:15][C:14]=2[N:19]([C:27]([O:29][C:30]([CH3:33])([CH3:32])[CH3:31])=[O:28])[C:20]([O:22][C:23]([CH3:26])([CH3:25])[CH3:24])=[O:21])[CH2:8][C@H:7]1[NH:34][C:35]([O:37][C:38]([CH3:41])([CH3:40])[CH3:39])=[O:36])(=O)=O.[N-:42]=[N+:43]=[N-:44].[Na+], predict the reaction product. The product is: [N:42]([C@H:6]1[C@@H:11]([CH3:12])[CH2:10][N:9]([C:13]2[CH:18]=[CH:17][N:16]=[CH:15][C:14]=2[N:19]([C:27]([O:29][C:30]([CH3:32])([CH3:31])[CH3:33])=[O:28])[C:20]([O:22][C:23]([CH3:24])([CH3:25])[CH3:26])=[O:21])[CH2:8][C@H:7]1[NH:34][C:35]([O:37][C:38]([CH3:39])([CH3:41])[CH3:40])=[O:36])=[N+:43]=[N-:44]. (3) Given the reactants [Br:1][C:2]1[CH:7]=[CH:6][N:5]2[C:8]([C:11]([NH:13][C:14]3[CH:15]=[C:16]([CH:20]=[CH:21][C:22]=3[F:23])[C:17](O)=[O:18])=[O:12])=[CH:9][N:10]=[C:4]2[CH:3]=1.S(Cl)(Cl)=O.NC1C=C(C=CC=1F)C([NH:34][CH2:35][C:36]1[CH:41]=[CH:40][C:39]([F:42])=[C:38]([F:43])[CH:37]=1)=O.N1C=CC=CC=1, predict the reaction product. The product is: [Br:1][C:2]1[CH:7]=[CH:6][N:5]2[C:8]([C:11]([NH:13][C:14]3[CH:15]=[C:16]([C:17](=[O:18])[NH:34][CH2:35][C:36]4[CH:41]=[CH:40][C:39]([F:42])=[C:38]([F:43])[CH:37]=4)[CH:20]=[CH:21][C:22]=3[F:23])=[O:12])=[CH:9][N:10]=[C:4]2[CH:3]=1.